From a dataset of Forward reaction prediction with 1.9M reactions from USPTO patents (1976-2016). Predict the product of the given reaction. Given the reactants [CH2:1]([OH:19])[CH2:2][CH2:3][CH2:4][CH2:5][CH2:6][CH2:7][CH2:8][CH2:9][CH2:10][CH2:11][CH2:12][CH2:13][CH2:14][CH2:15][CH2:16][CH2:17][CH3:18].[Cl:20][CH2:21][C:22](O)=[O:23].S(=O)(=O)(O)O, predict the reaction product. The product is: [Cl:20][CH2:21][C:22]([O:19][CH2:1][CH2:2][CH2:3][CH2:4][CH2:5][CH2:6][CH2:7][CH2:8][CH2:9][CH2:10][CH2:11][CH2:12][CH2:13][CH2:14][CH2:15][CH2:16][CH2:17][CH3:18])=[O:23].